Dataset: Full USPTO retrosynthesis dataset with 1.9M reactions from patents (1976-2016). Task: Predict the reactants needed to synthesize the given product. (1) Given the product [NH2:25][C:26]1[C:27]([C:36]([N:39]2[CH2:50][CH2:49][CH2:48][C@@H:40]2[C:41]([O:43][C:44]([CH3:46])([CH3:47])[CH3:45])=[O:42])=[O:38])=[CH:28][C:29]2[C:34]([CH:35]=1)=[CH:33][CH:32]=[CH:31][CH:30]=2, predict the reactants needed to synthesize it. The reactants are: CN(C(ON1N=NC2C=CC=NC1=2)=[N+](C)C)C.F[P-](F)(F)(F)(F)F.[NH2:25][C:26]1[C:27]([C:36]([OH:38])=O)=[CH:28][C:29]2[C:34]([CH:35]=1)=[CH:33][CH:32]=[CH:31][CH:30]=2.[NH:39]1[CH2:50][CH2:49][CH2:48][C@@H:40]1[C:41]([O:43][C:44]([CH3:47])([CH3:46])[CH3:45])=[O:42].C(N(CC)C(C)C)(C)C.C([O-])(O)=O.[Na+]. (2) Given the product [CH:38]([NH:41][C:2]1[CH:37]=[CH:36][C:5]([C:6]([NH:8][C:9]2[CH:14]=[C:13]([C:15]([N:17]3[CH2:22][CH2:21][CH:20]([C:23]4[CH:28]=[CH:27][C:26]([C:29]5[CH:30]=[N:31][N:32]([CH3:34])[CH:33]=5)=[CH:25][CH:24]=4)[CH2:19][CH2:18]3)=[O:16])[CH:12]=[CH:11][C:10]=2[CH3:35])=[O:7])=[CH:4][N:3]=1)([CH3:40])[CH3:39], predict the reactants needed to synthesize it. The reactants are: Cl[C:2]1[CH:37]=[CH:36][C:5]([C:6]([NH:8][C:9]2[CH:14]=[C:13]([C:15]([N:17]3[CH2:22][CH2:21][CH:20]([C:23]4[CH:28]=[CH:27][C:26]([C:29]5[CH:30]=[N:31][N:32]([CH3:34])[CH:33]=5)=[CH:25][CH:24]=4)[CH2:19][CH2:18]3)=[O:16])[CH:12]=[CH:11][C:10]=2[CH3:35])=[O:7])=[CH:4][N:3]=1.[CH:38]([NH2:41])([CH3:40])[CH3:39]. (3) The reactants are: [C:1]([O:5][C:6]([NH:8][CH2:9][CH2:10][CH2:11][CH2:12][C:13]([OH:15])=O)=[O:7])([CH3:4])([CH3:3])[CH3:2].CCN=C=NCCCN(C)C.Cl.C1C=CC2N(O)N=NC=2C=1.[NH2:38][C:39]1[CH:48]=[CH:47][C:42]([C:43]([O:45][CH3:46])=[O:44])=[CH:41][C:40]=1[NH:49][CH2:50][CH2:51][CH3:52]. Given the product [C:1]([O:5][C:6]([NH:8][CH2:9][CH2:10][CH2:11][CH2:12][C:13]([NH:38][C:39]1[CH:48]=[CH:47][C:42]([C:43]([O:45][CH3:46])=[O:44])=[CH:41][C:40]=1[NH:49][CH2:50][CH2:51][CH3:52])=[O:15])=[O:7])([CH3:2])([CH3:3])[CH3:4], predict the reactants needed to synthesize it. (4) Given the product [Cl:1][C:2]1[CH:11]=[CH:10][C:5]([C:6]([NH:8][NH:9][C:13]([NH:12][CH2:15][C:16]([O:18][CH2:19][CH3:20])=[O:17])=[O:14])=[O:7])=[CH:4][CH:3]=1, predict the reactants needed to synthesize it. The reactants are: [Cl:1][C:2]1[CH:11]=[CH:10][C:5]([C:6]([NH:8][NH2:9])=[O:7])=[CH:4][CH:3]=1.[N:12]([CH2:15][C:16]([O:18][CH2:19][CH3:20])=[O:17])=[C:13]=[O:14]. (5) Given the product [C:2]([N+:6]([O-:7])=[CH:8][C:10]1[C:18]2[C:13](=[CH:14][CH:15]=[CH:16][CH:17]=2)[NH:12][C:11]=1[C:19]([O:21][CH3:22])=[O:20])([CH3:5])([CH3:4])[CH3:3], predict the reactants needed to synthesize it. The reactants are: Cl.[C:2]([NH:6][OH:7])([CH3:5])([CH3:4])[CH3:3].[CH:8]([C:10]1[C:18]2[C:13](=[CH:14][CH:15]=[CH:16][CH:17]=2)[NH:12][C:11]=1[C:19]([O:21][CH3:22])=[O:20])=O. (6) Given the product [CH3:23][O:24][CH2:25][CH2:26][NH:27][C:2]1[CH:11]=[C:10]2[C:5]([CH:6]=[C:7]([C:12]3[CH:13]=[CH:14][C:15]4[O:20][CH2:19][C:18](=[O:21])[NH:17][C:16]=4[CH:22]=3)[CH2:8][S:9]2)=[CH:4][CH:3]=1, predict the reactants needed to synthesize it. The reactants are: I[C:2]1[CH:11]=[C:10]2[C:5]([CH:6]=[C:7]([C:12]3[CH:13]=[CH:14][C:15]4[O:20][CH2:19][C:18](=[O:21])[NH:17][C:16]=4[CH:22]=3)[CH2:8][S:9]2)=[CH:4][CH:3]=1.[CH3:23][O:24][CH2:25][CH2:26][NH2:27]. (7) Given the product [C:6]([O:10][C:11](=[O:22])[NH:12][CH2:13][C:14]1[CH:19]=[CH:18][CH:17]=[C:16]([CH2:20][I:23])[CH:15]=1)([CH3:9])([CH3:8])[CH3:7], predict the reactants needed to synthesize it. The reactants are: N1C=CN=C1.[C:6]([O:10][C:11](=[O:22])[NH:12][CH2:13][C:14]1[CH:19]=[CH:18][CH:17]=[C:16]([CH2:20]O)[CH:15]=1)([CH3:9])([CH3:8])[CH3:7].[I:23]I.C(OCC)(=O)C.ClCCl. (8) The reactants are: [Br:1][C:2]1[C:7]([F:8])=[CH:6][CH:5]=[C:4]([N+:9]([O-])=O)[C:3]=1[NH:12][C:13]1[CH:18]=[CH:17][CH:16]=[CH:15][CH:14]=1.[NH4+].[Cl-]. Given the product [Br:1][C:2]1[C:7]([F:8])=[CH:6][CH:5]=[C:4]([NH2:9])[C:3]=1[NH:12][C:13]1[CH:18]=[CH:17][CH:16]=[CH:15][CH:14]=1, predict the reactants needed to synthesize it.